Dataset: Full USPTO retrosynthesis dataset with 1.9M reactions from patents (1976-2016). Task: Predict the reactants needed to synthesize the given product. (1) Given the product [NH2:7][C:8]1[C:17]2[C:12](=[CH:13][C:14]([F:18])=[CH:15][CH:16]=2)[CH:11]=[CH:10][N:9]=1, predict the reactants needed to synthesize it. The reactants are: COC1C=C(C=C(OC)C=1OC)C[NH:7][C:8]1[C:17]2[C:12](=[CH:13][C:14]([F:18])=[CH:15][CH:16]=2)[CH:11]=[CH:10][N:9]=1. (2) Given the product [F:1][C:2]1[CH:3]=[CH:4][CH:5]=[C:6]2[C:10]=1[N:9]([CH3:14])[CH:8]=[C:7]2[CH:11]=[O:12], predict the reactants needed to synthesize it. The reactants are: [F:1][C:2]1[CH:3]=[CH:4][CH:5]=[C:6]2[C:10]=1[NH:9][CH:8]=[C:7]2[CH:11]=[O:12].N1C2C(=CC=CC=2)C=[C:14]1C(OCC)=O.